From a dataset of Full USPTO retrosynthesis dataset with 1.9M reactions from patents (1976-2016). Predict the reactants needed to synthesize the given product. (1) Given the product [CH3:1][O:2][C:3](=[O:10])[CH:4]([S:18][C:15]1[CH:16]=[CH:17][C:12]([F:11])=[C:13]([CH3:19])[CH:14]=1)[CH2:5][CH2:6][CH2:7][CH3:8], predict the reactants needed to synthesize it. The reactants are: [CH3:1][O:2][C:3](=[O:10])[CH:4](Br)[CH2:5][CH2:6][CH2:7][CH3:8].[F:11][C:12]1[CH:17]=[CH:16][C:15]([SH:18])=[CH:14][C:13]=1[CH3:19].C(N(CC)CC)C. (2) The reactants are: CC(OI1(OC(C)=O)(OC(C)=O)OC(=O)C2C=CC=CC1=2)=O.[OH:23][CH2:24][C@H:25]1[CH2:30][CH2:29][C@H:28]([CH2:31][C:32]([O:34][C:35]([CH3:38])([CH3:37])[CH3:36])=[O:33])[CH2:27][CH2:26]1. Given the product [CH:24]([C@H:25]1[CH2:30][CH2:29][C@H:28]([CH2:31][C:32]([O:34][C:35]([CH3:38])([CH3:37])[CH3:36])=[O:33])[CH2:27][CH2:26]1)=[O:23], predict the reactants needed to synthesize it. (3) The reactants are: [N+:1]([C:4]1[C:13]2[C:8](=[CH:9][CH:10]=[CH:11][CH:12]=2)[CH:7]=[CH:6][C:5]=1[C:14]([C:16]1[CH:17]=[C:18]([CH:21]=[CH:22][CH:23]=1)[C:19]#[N:20])=[O:15])([O-])=O.C(O)C.O. Given the product [NH2:1][C:4]1[C:13]2[C:8](=[CH:9][CH:10]=[CH:11][CH:12]=2)[CH:7]=[CH:6][C:5]=1[C:14]([C:16]1[CH:17]=[C:18]([CH:21]=[CH:22][CH:23]=1)[C:19]#[N:20])=[O:15], predict the reactants needed to synthesize it.